This data is from Forward reaction prediction with 1.9M reactions from USPTO patents (1976-2016). The task is: Predict the product of the given reaction. Given the reactants Br[C:2]1[CH:7]=[CH:6][C:5]([CH2:8][C:9]([NH:11][C:12]2[CH:13]=[N:14][C:15]([O:22][CH2:23][CH2:24][N:25]([CH3:27])[CH3:26])=[C:16]([C:18]([F:21])([F:20])[F:19])[CH:17]=2)=[O:10])=[C:4]([F:28])[CH:3]=1.[CH3:29][C:30]1([CH3:46])[C:34]([CH3:36])([CH3:35])[O:33][B:32]([B:32]2[O:33][C:34]([CH3:36])([CH3:35])[C:30]([CH3:46])([CH3:29])[O:31]2)[O:31]1.CC([O-])=O.[K+], predict the reaction product. The product is: [CH3:26][N:25]([CH3:27])[CH2:24][CH2:23][O:22][C:15]1[N:14]=[CH:13][C:12]([NH:11][C:9](=[O:10])[CH2:8][C:5]2[CH:6]=[CH:7][C:2]([B:32]3[O:33][C:34]([CH3:36])([CH3:35])[C:30]([CH3:46])([CH3:29])[O:31]3)=[CH:3][C:4]=2[F:28])=[CH:17][C:16]=1[C:18]([F:21])([F:20])[F:19].